This data is from Forward reaction prediction with 1.9M reactions from USPTO patents (1976-2016). The task is: Predict the product of the given reaction. (1) Given the reactants I[C:2]1[CH:3]=[C:4]([CH2:14][O:15][C:16]2[CH:21]=[CH:20][C:19]([CH2:22][CH2:23][C:24]([O:26][CH2:27][CH3:28])=[O:25])=[C:18]([CH3:29])[C:17]=2[CH3:30])[C:5]2[O:9][C:8]([CH2:10][CH2:11][CH3:12])=[CH:7][C:6]=2[CH:13]=1.CNC.[CH3:34][N:35]([CH3:38])[CH:36]=[O:37], predict the reaction product. The product is: [CH3:34][N:35]([CH3:38])[C:36]([C:2]1[CH:3]=[C:4]([CH2:14][O:15][C:16]2[CH:21]=[CH:20][C:19]([CH2:22][CH2:23][C:24]([O:26][CH2:27][CH3:28])=[O:25])=[C:18]([CH3:29])[C:17]=2[CH3:30])[C:5]2[O:9][C:8]([CH2:10][CH2:11][CH3:12])=[CH:7][C:6]=2[CH:13]=1)=[O:37]. (2) Given the reactants [N:1]([C:4]1[CH:17]=[CH:16][C:7]([O:8][CH2:9]CN2CCCC2)=[CH:6][CH:5]=1)=[C:2]=[S:3].[CH3:18]OC1C=CC(N)=C(C)C=1, predict the reaction product. The product is: [N:1]([C:4]1[CH:5]=[CH:6][C:7]([O:8][CH3:9])=[CH:16][C:17]=1[CH3:18])=[C:2]=[S:3]. (3) Given the reactants [NH2:1][OH:2].[OH:3][CH2:4][CH2:5][C:6]1[CH:13]=[CH:12][C:9]([C:10]#[N:11])=[CH:8][CH:7]=1, predict the reaction product. The product is: [OH:2][N:1]=[C:10]([C:9]1[CH:12]=[CH:13][C:6]([CH2:5][CH2:4][OH:3])=[CH:7][CH:8]=1)[NH2:11].